Dataset: Forward reaction prediction with 1.9M reactions from USPTO patents (1976-2016). Task: Predict the product of the given reaction. (1) Given the reactants [Br:1][C:2]1[S:3][C:4](Br)=[CH:5][CH:6]=1.[Li]CCCC.[CH:13]([C@@H:15]1[N:19]([CH3:20])[C:18](=[O:21])[CH2:17][C@@H:16]1[C:22]1[CH:27]=[CH:26][CH:25]=[CH:24][CH:23]=1)=[O:14].[NH4+].[Cl-], predict the reaction product. The product is: [Br:1][C:2]1[S:3][C:4]([C@@H:13]([OH:14])[C@@H:15]2[N:19]([CH3:20])[C:18](=[O:21])[CH2:17][C@@H:16]2[C:22]2[CH:23]=[CH:24][CH:25]=[CH:26][CH:27]=2)=[CH:5][CH:6]=1. (2) Given the reactants [NH2:1][CH2:2][CH2:3][CH2:4][OH:5].[Cl:6][C:7]1[C:12]([N+:13]([O-:15])=[O:14])=[C:11](Cl)[C:10]([CH3:17])=[C:9]([CH3:18])[N:8]=1.C(N(CC)CC)C, predict the reaction product. The product is: [Cl:6][C:7]1[C:12]([N+:13]([O-:15])=[O:14])=[C:11]([NH:1][CH2:2][CH2:3][CH2:4][OH:5])[C:10]([CH3:17])=[C:9]([CH3:18])[N:8]=1. (3) Given the reactants [Cl:1][C:2]1[C:3]([N:8]2[C:12]([C:13]3[O:18][C:17](=[O:19])[C:16]4[CH:20]=[CH:21][CH:22]=[C:23]([CH3:24])[C:15]=4[N:14]=3)=[CH:11][C:10]([C:25]([F:28])([F:27])[F:26])=[N:9]2)=[N:4][CH:5]=[CH:6][CH:7]=1.O.[NH2:30][NH2:31].O1CCCC1, predict the reaction product. The product is: [Cl:1][C:2]1[C:3]([N:8]2[C:12]([C:13]([NH:14][C:15]3[C:23]([CH3:24])=[CH:22][CH:21]=[CH:20][C:16]=3[C:17]([NH:30][NH2:31])=[O:19])=[O:18])=[CH:11][C:10]([C:25]([F:26])([F:27])[F:28])=[N:9]2)=[N:4][CH:5]=[CH:6][CH:7]=1. (4) Given the reactants F[C:2]1[CH:7]=[CH:6][C:5]([N+:8]([O-:10])=[O:9])=[C:4]([O:11][CH3:12])[CH:3]=1.C([O-])([O-])=O.[K+].[K+].[CH2:19]([NH2:25])[CH2:20][CH2:21][CH2:22][CH2:23][CH3:24], predict the reaction product. The product is: [CH2:19]([NH:25][C:2]1[CH:7]=[CH:6][C:5]([N+:8]([O-:10])=[O:9])=[C:4]([O:11][CH3:12])[CH:3]=1)[CH2:20][CH2:21][CH2:22][CH2:23][CH3:24]. (5) Given the reactants Br[C:2]1[C:10]2[C:9]([C:11]3[CH:16]=[CH:15][C:14]([CH3:17])=[CH:13][C:12]=3[CH3:18])=[N:8][C:7]([S:19][CH3:20])=[N:6][C:5]=2[N:4](COCC[Si](C)(C)C)[CH:3]=1.P([CH:42]1[CH2:47][CH2:46]CCC1)(C1CCCCC1)C1CCCCC1.[O-]P([O-])([O-])=O.[K+].[K+].[K+].C1(B(O)O)CC1, predict the reaction product. The product is: [CH:46]1([C:2]2[C:10]3[C:9]([C:11]4[CH:16]=[CH:15][C:14]([CH3:17])=[CH:13][C:12]=4[CH3:18])=[N:8][C:7]([S:19][CH3:20])=[N:6][C:5]=3[NH:4][CH:3]=2)[CH2:47][CH2:42]1. (6) Given the reactants C1C=CC([As](C2C=CC=CC=2)C2C=CC=CC=2)=CC=1.Br[C:21]1[C:25]2[N:26]=[C:27]([N:35]([CH3:37])[CH3:36])[N:28]=[C:29]([C:30]3[O:31][CH:32]=[CH:33][CH:34]=3)[C:24]=2[S:23][CH:22]=1.C([Sn](CCCC)(CCCC)[C:43]1[O:44][CH:45]=[CH:46][CH:47]=1)CCC.O, predict the reaction product. The product is: [O:31]1[CH:32]=[CH:33][CH:34]=[C:30]1[C:29]1[C:24]2[S:23][CH:22]=[C:21]([C:43]3[O:44][CH:45]=[CH:46][CH:47]=3)[C:25]=2[N:26]=[C:27]([N:35]([CH3:37])[CH3:36])[N:28]=1. (7) Given the reactants FC1C=CC(C#N)=CC=1.OCC1C=C(O)C=CC=1.C([O-])([O-])=O.[K+].[K+].Cl[C:26]1[C:34](Cl)=[C:33]2[C:29]([CH2:30][C:31]([CH:38]3[CH2:42][CH2:41][CH2:40]C3)(C)C2=O)=[CH:28][C:27]=1O, predict the reaction product. The product is: [C:30]1([C:29]2[CH:28]=[CH:27][CH:26]=[CH:34][CH:33]=2)[CH:31]=[CH:38][CH:42]=[CH:41][CH:40]=1.